From a dataset of Forward reaction prediction with 1.9M reactions from USPTO patents (1976-2016). Predict the product of the given reaction. Given the reactants Cl[C:2]1[N:3]=[N:4][C:5]([C:8]2[CH:13]=[CH:12][C:11]([O:14][CH3:15])=[C:10]([F:16])[CH:9]=2)=[CH:6][CH:7]=1.[C:17]1([OH:23])[CH:22]=[CH:21][CH:20]=[CH:19][CH:18]=1.C([O-])([O-])=O.[Cs+].[Cs+], predict the reaction product. The product is: [F:16][C:10]1[CH:9]=[C:8]([C:5]2[N:4]=[N:3][C:2]([O:23][C:17]3[CH:22]=[CH:21][CH:20]=[CH:19][CH:18]=3)=[CH:7][CH:6]=2)[CH:13]=[CH:12][C:11]=1[O:14][CH3:15].